Task: Predict which catalyst facilitates the given reaction.. Dataset: Catalyst prediction with 721,799 reactions and 888 catalyst types from USPTO (1) Reactant: C([O-])(=O)C.[NH4+:5].[C:6]1([CH2:12][O:13][C:14](=[O:24])[CH2:15][C:16]2[CH2:21][CH2:20][CH2:19][C:18](=O)[C:17]=2O)[CH:11]=[CH:10][CH:9]=[CH:8][CH:7]=1.[C:25]1([C@H:31]([NH2:33])[CH3:32])[CH:30]=[CH:29][CH:28]=[CH:27][CH:26]=1.[CH:34](=O)[CH:35]([CH3:37])[CH3:36]. Product: [C:6]1([CH2:12][O:13][C:14](=[O:24])[CH2:15][CH:16]2[C:17]3[N:33]([C@@H:31]([C:25]4[CH:30]=[CH:29][CH:28]=[CH:27][CH:26]=4)[CH3:32])[C:34]([CH:35]([CH3:37])[CH3:36])=[N:5][C:18]=3[CH2:19][CH2:20][CH2:21]2)[CH:11]=[CH:10][CH:9]=[CH:8][CH:7]=1. The catalyst class is: 671. (2) Reactant: [F:1][C:2]1[CH:7]=[CH:6][C:5]([C:8]2[C:13]([OH:14])=[CH:12][C:11]([C:15](N(OC)C)=[O:16])=[CH:10][C:9]=2[OH:21])=[CH:4][CH:3]=1.C1COCC1.CC(C[AlH]CC(C)C)C.CCOC(C)=O. Product: [F:1][C:2]1[CH:3]=[CH:4][C:5]([C:8]2[C:9]([OH:21])=[CH:10][C:11]([CH:15]=[O:16])=[CH:12][C:13]=2[OH:14])=[CH:6][CH:7]=1. The catalyst class is: 11. (3) Product: [CH3:29][O:28][C:23]1[CH:24]=[CH:25][CH:26]=[CH:27][C:22]=1[O:21][C:17]1[CH:16]=[C:15]([CH:20]=[CH:19][CH:18]=1)[CH2:14][N:11]1[CH2:12][CH2:13][CH:8]([N:7]2[CH2:2][CH2:3][CH:4]([C:30]3[CH:35]=[CH:34][CH:33]=[CH:32][CH:31]=3)[C:5]2=[O:6])[CH2:9][CH2:10]1. Reactant: Cl[CH2:2][CH2:3][CH:4]([C:30]1[CH:35]=[CH:34][CH:33]=[CH:32][CH:31]=1)[C:5]([NH:7][CH:8]1[CH2:13][CH2:12][N:11]([CH2:14][C:15]2[CH:20]=[CH:19][CH:18]=[C:17]([O:21][C:22]3[CH:27]=[CH:26][CH:25]=[CH:24][C:23]=3[O:28][CH3:29])[CH:16]=2)[CH2:10][CH2:9]1)=[O:6].[I-].[K+].C(=O)([O-])[O-].[K+].[K+]. The catalyst class is: 3. (4) Reactant: Br[CH2:2][C:3]([C:5]1([C:9]2[CH:14]=[CH:13][C:12]([Cl:15])=[C:11]([Cl:16])[CH:10]=2)[CH2:8][CH2:7][CH2:6]1)=[O:4].[C:17]1(=[O:27])[NH:21][C:20](=[O:22])[C:19]2=[CH:23][CH:24]=[CH:25][CH:26]=[C:18]12.[K]. Product: [Cl:16][C:11]1[CH:10]=[C:9]([C:5]2([C:3](=[O:4])[CH2:2][N:21]3[C:17](=[O:27])[C:18]4[C:19](=[CH:23][CH:24]=[CH:25][CH:26]=4)[C:20]3=[O:22])[CH2:8][CH2:7][CH2:6]2)[CH:14]=[CH:13][C:12]=1[Cl:15]. The catalyst class is: 3. (5) Reactant: [CH3:1][O:2][C:3]1[CH:8]=[CH:7][C:6]([C:9]2([CH3:18])[CH2:14][O:13][CH2:12][CH:11]3[CH2:15][N:16]=[CH:17][N:10]23)=[CH:5][CH:4]=1. Product: [CH3:1][O:2][C:3]1[CH:8]=[CH:7][C:6]([C:9]2([CH3:18])[CH2:14][O:13][CH2:12][C:11]3=[CH:15][N:16]=[CH:17][N:10]23)=[CH:5][CH:4]=1. The catalyst class is: 661. (6) Reactant: [C:1]([O:4][CH2:5][C:6]1[CH:11]=[C:10]([NH:12][C:13](=[O:15])[CH3:14])[CH:9]=[CH:8][C:7]=1[N:16]1[CH2:21][CH2:20][O:19][CH2:18][CH2:17]1)(=[O:3])[CH3:2].[H-].[Na+].[CH3:24]I.O. Product: [C:1]([O:4][CH2:5][C:6]1[CH:11]=[C:10]([N:12]([C:13](=[O:15])[CH3:14])[CH3:24])[CH:9]=[CH:8][C:7]=1[N:16]1[CH2:17][CH2:18][O:19][CH2:20][CH2:21]1)(=[O:3])[CH3:2]. The catalyst class is: 9. (7) Reactant: [CH2:1]([NH2:4])[CH:2]=[CH2:3].[F:5][C:6]1[CH:7]=[C:8]([N:18]2[CH2:22][C@H:21]([C:23](Cl)=[O:24])[O:20][C:19]2=[O:26])[CH:9]=[CH:10][C:11]=1[N:12]1[CH2:17][CH2:16][O:15][CH2:14][CH2:13]1. Product: [F:5][C:6]1[CH:7]=[C:8]([N:18]2[CH2:22][C@H:21]([C:23]([NH:4][CH2:1][CH:2]=[CH2:3])=[O:24])[O:20][C:19]2=[O:26])[CH:9]=[CH:10][C:11]=1[N:12]1[CH2:17][CH2:16][O:15][CH2:14][CH2:13]1. The catalyst class is: 30. (8) Reactant: [F:1][C:2]([F:18])([F:17])[C:3]1([C:6]2[CH:7]=[C:8]([CH:14]=[CH:15][CH:16]=2)[C:9]([O:11]CC)=[O:10])[N:5]=[N:4]1.C1COCC1.[OH-].[Li+].Cl. Product: [F:18][C:2]([F:1])([F:17])[C:3]1([C:6]2[CH:7]=[C:8]([CH:14]=[CH:15][CH:16]=2)[C:9]([OH:11])=[O:10])[N:4]=[N:5]1. The catalyst class is: 6. (9) Reactant: [Br:1][C:2]1[CH:3]=[C:4]([O:11][CH:12]([CH3:14])[CH3:13])[C:5]([CH3:10])=[C:6]([CH2:8][OH:9])[CH:7]=1. Product: [Br:1][C:2]1[CH:3]=[C:4]([O:11][CH:12]([CH3:14])[CH3:13])[C:5]([CH3:10])=[C:6]([CH:7]=1)[CH:8]=[O:9]. The catalyst class is: 703.